From a dataset of Catalyst prediction with 721,799 reactions and 888 catalyst types from USPTO. Predict which catalyst facilitates the given reaction. (1) Reactant: [Cl:1][C:2]1[N:7]=[C:6](Cl)[C:5]([CH2:9][C:10]([O:12][CH3:13])=[O:11])=[C:4]([CH3:14])[N:3]=1.COCCOC.[C:21]1(B(O)O)[CH:26]=[CH:25][CH:24]=[CH:23][CH:22]=1.C(N(C(C)C)CC)(C)C. Product: [Cl:1][C:2]1[N:3]=[C:4]([CH3:14])[C:5]([CH2:9][C:10]([O:12][CH3:13])=[O:11])=[C:6]([C:21]2[CH:26]=[CH:25][CH:24]=[CH:23][CH:22]=2)[N:7]=1. The catalyst class is: 690. (2) Reactant: [C:1]([C:5]1[CH:10]=[CH:9][C:8](I)=[C:7]([O:12][CH2:13][C:14]([F:17])([F:16])[F:15])[CH:6]=1)([CH3:4])([CH3:3])[CH3:2].[CH3:18][O-].[Na+].[CH3:21][O:22][CH:23]=[O:24]. Product: [C:1]([C:5]1[CH:10]=[CH:9][C:8]([C:23]([O:22][CH2:21][CH3:18])=[O:24])=[C:7]([O:12][CH2:13][C:14]([F:17])([F:16])[F:15])[CH:6]=1)([CH3:4])([CH3:3])[CH3:2]. The catalyst class is: 12.